Dataset: Reaction yield outcomes from USPTO patents with 853,638 reactions. Task: Predict the reaction yield, written as a fraction of the theoretical maximum amount of product (1.0 means a 100% yield; for example, 0.34 means a 34% yield). The reactants are CCN(C(C)C)C(C)C.OC(C(F)(F)F)=O.[O:17]=[C:18]([N:35]1[CH2:40][CH2:39][NH:38][CH2:37][CH2:36]1)[CH2:19][NH:20][C:21]([C:23]1[CH:28]=[CH:27][C:26]([C:29]2[CH:34]=[CH:33][CH:32]=[CH:31][CH:30]=2)=[CH:25][CH:24]=1)=[O:22].C1C=CC2N(O)N=NC=2C=1.CCN=C=NCCCN(C)C.Cl.[CH3:63][C:64]1[CH:68]=[CH:67][S:66][C:65]=1[C:69](O)=[O:70]. The catalyst is CN(C=O)C.O. The product is [CH3:63][C:64]1[CH:68]=[CH:67][S:66][C:65]=1[C:69]([N:38]1[CH2:39][CH2:40][N:35]([C:18](=[O:17])[CH2:19][NH:20][C:21]([C:23]2[CH:24]=[CH:25][C:26]([C:29]3[CH:34]=[CH:33][CH:32]=[CH:31][CH:30]=3)=[CH:27][CH:28]=2)=[O:22])[CH2:36][CH2:37]1)=[O:70]. The yield is 0.729.